Regression. Given a peptide amino acid sequence and an MHC pseudo amino acid sequence, predict their binding affinity value. This is MHC class II binding data. From a dataset of Peptide-MHC class II binding affinity with 134,281 pairs from IEDB. (1) The binding affinity (normalized) is 0.204. The MHC is DRB1_0301 with pseudo-sequence DRB1_0301. The peptide sequence is QLGELYYAIHKASPV. (2) The peptide sequence is DVVPEKYTIGATYAP. The MHC is DRB1_0802 with pseudo-sequence DRB1_0802. The binding affinity (normalized) is 0.193.